From a dataset of Catalyst prediction with 721,799 reactions and 888 catalyst types from USPTO. Predict which catalyst facilitates the given reaction. (1) Reactant: [F:1][C:2]1[CH:7]=[C:6]([F:8])[CH:5]=[CH:4][C:3]=1[CH2:9][CH2:10][C:11]1[N:12]([CH2:22][C:23](O)=[O:24])[C:13]2[C:18]([C:19](=[O:21])[N:20]=1)=[CH:17][CH:16]=[CH:15][CH:14]=2.[CH3:26][C:27]([N:34]1[CH2:39][CH2:38][CH:37]([NH:40][CH2:41][C:42]2[CH:47]=[CH:46][C:45]([C:48]3[CH:53]=[CH:52][C:51]([O:54][C:55]([F:58])([F:57])[F:56])=[CH:50][CH:49]=3)=[CH:44][CH:43]=2)[CH2:36][CH2:35]1)([CH3:33])[C:28]([O:30][CH2:31][CH3:32])=[O:29].CCN(C(C)C)C(C)C.CN(C(ON1N=NC2C=CC=NC1=2)=[N+](C)C)C.F[P-](F)(F)(F)(F)F. Product: [F:1][C:2]1[CH:7]=[C:6]([F:8])[CH:5]=[CH:4][C:3]=1[CH2:9][CH2:10][C:11]1[N:12]([CH2:22][C:23]([N:40]([CH2:41][C:42]2[CH:47]=[CH:46][C:45]([C:48]3[CH:49]=[CH:50][C:51]([O:54][C:55]([F:57])([F:56])[F:58])=[CH:52][CH:53]=3)=[CH:44][CH:43]=2)[CH:37]2[CH2:36][CH2:35][N:34]([C:27]([CH3:26])([CH3:33])[C:28]([O:30][CH2:31][CH3:32])=[O:29])[CH2:39][CH2:38]2)=[O:24])[C:13]2[C:18]([C:19](=[O:21])[N:20]=1)=[CH:17][CH:16]=[CH:15][CH:14]=2. The catalyst class is: 3. (2) Reactant: [NH2:1][NH2:2].[C:3](Cl)([O:5][CH2:6][CH:7]1[C:19]2[C:14](=[CH:15][CH:16]=[CH:17][CH:18]=2)[C:13]2[C:8]1=[CH:9][CH:10]=[CH:11][CH:12]=2)=[O:4]. Product: [C:3]([NH:1][NH2:2])([O:5][CH2:6][CH:7]1[C:19]2[C:14](=[CH:15][CH:16]=[CH:17][CH:18]=2)[C:13]2[C:8]1=[CH:9][CH:10]=[CH:11][CH:12]=2)=[O:4]. The catalyst class is: 27.